From a dataset of Ames mutagenicity test results for genotoxicity prediction. Regression/Classification. Given a drug SMILES string, predict its toxicity properties. Task type varies by dataset: regression for continuous values (e.g., LD50, hERG inhibition percentage) or binary classification for toxic/non-toxic outcomes (e.g., AMES mutagenicity, cardiotoxicity, hepatotoxicity). Dataset: ames. The compound is CN(C)C(=O)c1nc2n(n1)-c1ccc(Cl)cc1C(c1ccccc1Cl)=NC2. The result is 0 (non-mutagenic).